Dataset: Full USPTO retrosynthesis dataset with 1.9M reactions from patents (1976-2016). Task: Predict the reactants needed to synthesize the given product. (1) Given the product [C:49]([O:53][C:54]([N:56]1[CH:60]=[CH:59][CH:58]=[C:57]1[C:61]1[CH:66]=[CH:65][CH:64]=[C:63]([NH:67][C:22]([C:17]2[C:18](=[O:21])[O:19][C:20]3[C:15]([CH:16]=2)=[CH:14][CH:13]=[CH:12][C:11]=3[OH:10])=[O:24])[CH:62]=1)=[O:55])([CH3:52])([CH3:50])[CH3:51], predict the reactants needed to synthesize it. The reactants are: CCN(C(C)C)C(C)C.[OH:10][C:11]1[CH:12]=[CH:13][CH:14]=[C:15]2[C:20]=1[O:19][C:18](=[O:21])[C:17]([C:22]([OH:24])=O)=[CH:16]2.CN(C(ON1N=NC2C=CC=NC1=2)=[N+](C)C)C.F[P-](F)(F)(F)(F)F.[C:49]([O:53][C:54]([N:56]1[CH:60]=[CH:59][CH:58]=[C:57]1[C:61]1[CH:66]=[CH:65][CH:64]=[C:63]([NH2:67])[CH:62]=1)=[O:55])([CH3:52])([CH3:51])[CH3:50]. (2) Given the product [Cl:21][C:22]1[N:23]=[CH:24][C:25]([C:28]#[C:29][C:5]2[CH:6]=[CH:7][C:2]([F:1])=[C:3]([C@:9]3([CH3:20])[CH2:14][C@@H:13]([C:15]([F:18])([F:17])[F:16])[O:12][C:11]([NH2:19])=[N:10]3)[CH:4]=2)=[CH:26][CH:27]=1, predict the reactants needed to synthesize it. The reactants are: [F:1][C:2]1[CH:7]=[CH:6][C:5](I)=[CH:4][C:3]=1[C@:9]1([CH3:20])[CH2:14][C@@H:13]([C:15]([F:18])([F:17])[F:16])[O:12][C:11]([NH2:19])=[N:10]1.[Cl:21][C:22]1[CH:27]=[CH:26][C:25]([C:28]#[C:29][Si](C)(C)C)=[CH:24][N:23]=1. (3) Given the product [CH3:13][C:14]1([CH3:30])[C:18]([CH3:20])([CH3:19])[O:17][B:16]([C:2]2[CH:7]=[C:6]([S:8]([CH3:11])(=[O:10])=[O:9])[CH:5]=[CH:4][C:3]=2[CH3:12])[O:15]1, predict the reactants needed to synthesize it. The reactants are: Br[C:2]1[CH:7]=[C:6]([S:8]([CH3:11])(=[O:10])=[O:9])[CH:5]=[CH:4][C:3]=1[CH3:12].[CH3:13][C:14]1([CH3:30])[C:18]([CH3:20])([CH3:19])[O:17][B:16]([B:16]2[O:17][C:18]([CH3:20])([CH3:19])[C:14]([CH3:30])([CH3:13])[O:15]2)[O:15]1.ClCCl.C([O-])(=O)C.[K+]. (4) Given the product [CH2:25]([C:2]1[CH:3]=[CH:4][C:5]([Cl:20])=[C:6]([CH:19]=1)[CH2:7][N:8]([CH:16]1[CH2:18][CH2:17]1)[C:9](=[O:15])[O:10][C:11]([CH3:14])([CH3:13])[CH3:12])[CH:24]=[CH2:23], predict the reactants needed to synthesize it. The reactants are: Br[C:2]1[CH:3]=[CH:4][C:5]([Cl:20])=[C:6]([CH:19]=1)[CH2:7][N:8]([CH:16]1[CH2:18][CH2:17]1)[C:9](=[O:15])[O:10][C:11]([CH3:14])([CH3:13])[CH3:12].[F-].[Cs+].[CH2:23]([Sn](CCCC)(CCCC)CCCC)[CH:24]=[CH2:25]. (5) Given the product [N:4]1[CH:3]=[C:2](/[CH:10]=[CH:9]/[C:8]([O:12][CH3:13])=[O:11])[CH:7]=[N:6][CH:5]=1, predict the reactants needed to synthesize it. The reactants are: Br[C:2]1[CH:3]=[N:4][CH:5]=[N:6][CH:7]=1.[C:8]([O:12][CH3:13])(=[O:11])[CH:9]=[CH2:10]. (6) Given the product [CH2:22]([N:11]1[C:12]2[C:7](=[C:6]([OH:36])[C:5]([C:3]([NH:37][CH2:38][CH2:39][C:40]([OH:42])=[O:41])=[O:4])=[N:14][C:13]=2[C:15]2[CH:16]=[N:17][CH:18]=[C:19]([Cl:21])[CH:20]=2)[CH:8]=[C:9]([C:30]2[CH:35]=[CH:34][CH:33]=[CH:32][CH:31]=2)[C:10]1=[O:29])[C:23]1[CH:24]=[CH:25][CH:26]=[CH:27][CH:28]=1, predict the reactants needed to synthesize it. The reactants are: CO[C:3]([C:5]1[C:6]([OH:36])=[C:7]2[C:12](=[C:13]([C:15]3[CH:16]=[N:17][CH:18]=[C:19]([Cl:21])[CH:20]=3)[N:14]=1)[N:11]([CH2:22][C:23]1[CH:28]=[CH:27][CH:26]=[CH:25][CH:24]=1)[C:10](=[O:29])[C:9]([C:30]1[CH:35]=[CH:34][CH:33]=[CH:32][CH:31]=1)=[CH:8]2)=[O:4].[NH2:37][CH2:38][CH2:39][C:40]([OH:42])=[O:41].C[O-].[Na+]. (7) Given the product [C:1]1([C:21]2[CH:26]=[CH:25][CH:24]=[CH:23][CH:22]=2)[CH:2]=[CH:3][C:4]([O:7][CH2:8][C:9]([NH:11][C:12]2[CH:16]=[CH:15][S:14][C:13]=2[C:17]([OH:19])=[O:18])=[O:10])=[CH:5][CH:6]=1, predict the reactants needed to synthesize it. The reactants are: [C:1]1([C:21]2[CH:26]=[CH:25][CH:24]=[CH:23][CH:22]=2)[CH:6]=[CH:5][C:4]([O:7][CH2:8][C:9]([NH:11][C:12]2[CH:16]=[CH:15][S:14][C:13]=2[C:17]([O:19]C)=[O:18])=[O:10])=[CH:3][CH:2]=1.O.[OH-].[Li+]. (8) Given the product [CH3:53][C:46]1[CH:47]=[CH:48][C:49]([O:51][CH3:52])=[CH:50][C:45]=1[O:44][C:41]1[N:40]=[CH:39][C:38]([NH:37][C:35](=[O:36])[C@@H:34]([CH3:54])[NH2:30])=[CH:43][CH:42]=1, predict the reactants needed to synthesize it. The reactants are: C[C@@H](NC(=O)[O-])C(NC1C=CC(OC2C=C(OC)C=CC=2C)=CC=1)=O.CC([N:30]([C@H:34]([CH3:54])[C:35]([NH:37][C:38]1[CH:39]=[N:40][C:41]([O:44][C:45]2[CH:50]=[C:49]([O:51][CH3:52])[CH:48]=[CH:47][C:46]=2[CH3:53])=[CH:42][CH:43]=1)=[O:36])C(=O)[O-])(C)C. (9) Given the product [CH2:71]([O:78][C:79](=[O:87])[CH2:80][C@@H:81]([NH:86][C:40](=[O:41])[CH2:39][CH2:38][CH2:37][CH2:36][CH2:35][CH2:34][CH2:33][O:32][CH2:31][C:30]1[C:25]([F:24])=[C:26]([F:45])[C:27]([F:44])=[C:28]([F:43])[C:29]=1[F:42])[CH2:82][N:83]([CH3:84])[CH3:85])[C:72]1[CH:77]=[CH:76][CH:75]=[CH:74][CH:73]=1, predict the reactants needed to synthesize it. The reactants are: C(O)CCCCCCCO.FC1C(CBr)=C(F)C(F)=C(F)C=1F.[F:24][C:25]1[C:30]([CH2:31][O:32][CH2:33][CH2:34][CH2:35][CH2:36][CH2:37][CH2:38][CH2:39][CH2:40][OH:41])=[C:29]([F:42])[C:28]([F:43])=[C:27]([F:44])[C:26]=1[F:45].FC1C(COCCCCCCCC(O)=O)=C(F)C(F)=C(F)C=1F.Cl.Cl.[CH2:71]([O:78][C:79](=[O:87])[CH2:80][C@@H:81]([NH2:86])[CH2:82][N:83]([CH3:85])[CH3:84])[C:72]1[CH:77]=[CH:76][CH:75]=[CH:74][CH:73]=1. (10) The reactants are: CC1C=CC(S(O[CH2:12][CH:13]2[O:17][C:16]3[C:18]4[CH:19]5[CH2:29][CH2:28][CH:22]([C:23]=4[C:24]([O:26][CH3:27])=[CH:25][C:15]=3[CH2:14]2)[CH2:21][CH2:20]5)(=O)=O)=CC=1.[N-:30]=[N+:31]=[N-:32].[Na+].N(CC1OC2C3C(C=CC=2C1)=CC=CC=3)=[N+]=[N-]. Given the product [N:30]([CH2:12][CH:13]1[O:17][C:16]2[C:18]3[CH:19]4[CH2:29][CH2:28][CH:22]([C:23]=3[C:24]([O:26][CH3:27])=[CH:25][C:15]=2[CH2:14]1)[CH2:21][CH2:20]4)=[N+:31]=[N-:32], predict the reactants needed to synthesize it.